From a dataset of Reaction yield outcomes from USPTO patents with 853,638 reactions. Predict the reaction yield, written as a fraction of the theoretical maximum amount of product (1.0 means a 100% yield; for example, 0.34 means a 34% yield). (1) The reactants are [C:1]([N:8]1[CH2:11][CH:10]([OH:12])[CH2:9]1)([O:3][C:4]([CH3:7])([CH3:6])[CH3:5])=[O:2].CC([O-])(C)C.[K+].Br.Br[CH2:21][C:22]1[CH:27]=[CH:26][N:25]=[CH:24][CH:23]=1.CCN(C(C)C)C(C)C. The catalyst is C1COCC1.ClCCl.O. The product is [N:25]1[CH:26]=[CH:27][C:22]([CH2:21][O:12][CH:10]2[CH2:11][N:8]([C:1]([O:3][C:4]([CH3:7])([CH3:6])[CH3:5])=[O:2])[CH2:9]2)=[CH:23][CH:24]=1. The yield is 0.410. (2) The reactants are [C:1]([C:5]1[CH:9]=[C:8](C(O)=O)[N:7]([C:13]2[CH:18]=[CH:17][CH:16]=[C:15]([F:19])[CH:14]=2)[N:6]=1)([CH3:4])([CH3:3])[CH3:2].C1C=CC(P([N:34]=[N+]=[N-])(C2C=CC=CC=2)=O)=CC=1.[Cl:37][C:38]([Cl:42])([Cl:41])[CH2:39][OH:40].[O:43]1[CH2:48]COCC1. The catalyst is [Cl-].[Na+].O. The product is [C:1]([C:5]1[CH:9]=[C:8]([NH:34][C:48](=[O:43])[O:40][CH2:39][C:38]([Cl:42])([Cl:41])[Cl:37])[N:7]([C:13]2[CH:18]=[CH:17][CH:16]=[C:15]([F:19])[CH:14]=2)[N:6]=1)([CH3:2])([CH3:3])[CH3:4]. The yield is 0.730. (3) The reactants are [F:1][C:2]([F:17])([F:16])[C:3]1[CH:8]=[CH:7][C:6]([N:9]2[CH2:14][CH2:13][CH:12]([OH:15])[CH2:11][CH2:10]2)=[CH:5][CH:4]=1.[H-].[Na+].Cl[C:21]1[N:22]=[CH:23][C:24]([C:27]([O:29][CH3:30])=[O:28])=[N:25][CH:26]=1. The catalyst is CN(C)C=O. The product is [F:17][C:2]([F:1])([F:16])[C:3]1[CH:4]=[CH:5][C:6]([N:9]2[CH2:14][CH2:13][CH:12]([O:15][C:21]3[N:22]=[CH:23][C:24]([C:27]([O:29][CH3:30])=[O:28])=[N:25][CH:26]=3)[CH2:11][CH2:10]2)=[CH:7][CH:8]=1. The yield is 0.250. (4) The reactants are [CH:1]1[C:10]2[C:5](=[CH:6][CH:7]=[CH:8][CH:9]=2)[CH:4]=[CH:3][C:2]=1[C:11]1[CH2:17][CH:16]2[N:18]([CH2:19][CH2:20][NH:21]C(=O)OC(C)(C)C)[CH:13]([CH2:14][CH2:15]2)[CH:12]=1.FC(F)(F)C(O)=O. The catalyst is C(Cl)Cl. The product is [CH:1]1[C:10]2[C:5](=[CH:6][CH:7]=[CH:8][CH:9]=2)[CH:4]=[CH:3][C:2]=1[C:11]1[CH2:12][CH:13]2[N:18]([CH2:19][CH2:20][NH2:21])[CH:16]([CH2:15][CH2:14]2)[CH:17]=1. The yield is 0.600. (5) The reactants are [H-].[Na+].[F:3][C:4]1[CH:9]=[CH:8][C:7]([C:10]([OH:13])([CH3:12])[CH3:11])=[CH:6][CH:5]=1.[CH2:14](Br)[CH:15]=[CH2:16]. The catalyst is O1CCCC1. The product is [CH2:16]([O:13][C:10]([C:7]1[CH:6]=[CH:5][C:4]([F:3])=[CH:9][CH:8]=1)([CH3:11])[CH3:12])[CH:15]=[CH2:14]. The yield is 0.600. (6) The reactants are [NH2:1][C:2]1[N:7]=[C:6]([NH:8][C:9]2[CH:23]=[CH:22][C:12]([O:13][C:14]3[CH:19]=[CH:18][N:17]=[C:16]([C:20]#[N:21])[CH:15]=3)=[CH:11][CH:10]=2)[CH:5]=[C:4]([C:24]2[CH:29]=[CH:28][CH:27]=[CH:26][CH:25]=2)[N:3]=1.C([O-])(=O)C.[Na+].[Br:35]Br.ClCCl. The catalyst is C(O)(=O)C.O. The product is [NH2:1][C:2]1[N:7]=[C:6]([NH:8][C:9]2[CH:23]=[CH:22][C:12]([O:13][C:14]3[CH:19]=[CH:18][N:17]=[C:16]([C:20]#[N:21])[CH:15]=3)=[CH:11][CH:10]=2)[C:5]([Br:35])=[C:4]([C:24]2[CH:25]=[CH:26][CH:27]=[CH:28][CH:29]=2)[N:3]=1. The yield is 0.830.